This data is from Full USPTO retrosynthesis dataset with 1.9M reactions from patents (1976-2016). The task is: Predict the reactants needed to synthesize the given product. (1) Given the product [CH2:15]([N:6]1[C:5](=[O:12])[O:4][C:2](=[O:3])[C:1]2=[CH:11][CH:10]=[CH:9][CH:8]=[C:7]12)[CH:16]([CH3:18])[CH3:17], predict the reactants needed to synthesize it. The reactants are: [C:1]12[C:7](=[CH:8][CH:9]=[CH:10][CH:11]=1)[NH:6][C:5](=[O:12])[O:4][C:2]2=[O:3].[H-].[Na+].[CH2:15](I)[CH:16]([CH3:18])[CH3:17]. (2) Given the product [F:1][C:2]1[C:11]2[CH2:10][N:9]([C@H:12]([CH:16]([CH3:17])[CH3:18])[C:13]([N:26]3[CH2:27][C:24]([CH3:28])([C:22]#[N:23])[CH2:25]3)=[O:15])[C:8](=[O:19])[C:7]3=[CH:20][NH:21][C:5]([C:6]=23)=[N:4][CH:3]=1, predict the reactants needed to synthesize it. The reactants are: [F:1][C:2]1[C:11]2[CH2:10][N:9]([C@H:12]([CH:16]([CH3:18])[CH3:17])[C:13]([OH:15])=O)[C:8](=[O:19])[C:7]3=[CH:20][NH:21][C:5]([C:6]=23)=[N:4][CH:3]=1.[C:22]([C:24]1([CH3:28])[CH2:27][NH:26][CH2:25]1)#[N:23].C1C=CC2N(O)N=NC=2C=1.C(Cl)CCl. (3) Given the product [C:1]([O:5][C:6]([N:8]1[CH2:13][CH2:12][C:11](=[O:14])[C:10]([CH2:15][C:16]2[CH:17]=[CH:18][CH:19]=[CH:20][CH:21]=2)([CH2:39][C:40]([O:42][CH3:43])=[O:41])[CH2:9]1)=[O:7])([CH3:4])([CH3:2])[CH3:3], predict the reactants needed to synthesize it. The reactants are: [C:1]([O:5][C:6]([N:8]1[CH2:13][CH2:12][C:11](=[O:14])[CH:10]([CH2:15][C:16]2[CH:21]=[CH:20][CH:19]=[CH:18][CH:17]=2)[CH2:9]1)=[O:7])([CH3:4])([CH3:3])[CH3:2].N1CCCC1.C1(C)C=CC(S(O)(=O)=O)=CC=1.Br[CH2:39][C:40]([O:42][CH3:43])=[O:41]. (4) Given the product [I:8][C:7]1[C:2]([N:9]2[CH2:14][CH2:13][O:12][CH2:11][CH2:10]2)=[N:3][CH:4]=[N:5][CH:6]=1, predict the reactants needed to synthesize it. The reactants are: Cl[C:2]1[C:7]([I:8])=[CH:6][N:5]=[CH:4][N:3]=1.[NH:9]1[CH2:14][CH2:13][O:12][CH2:11][CH2:10]1.C(=O)([O-])[O-].[Cs+].[Cs+]. (5) Given the product [F:21][C:2]([F:1])([F:20])[C:3]1[CH:4]=[C:5]([C@H:13]2[O:17][C:16](=[O:18])[N:15]([CH2:33][C:34]3[CH:39]=[C:38]([O:40][C:41]([F:44])([F:43])[F:42])[CH:37]=[CH:36][C:35]=3[N+:45]([O-:47])=[O:46])[C@H:14]2[CH3:19])[CH:6]=[C:7]([C:9]([F:10])([F:11])[F:12])[CH:8]=1, predict the reactants needed to synthesize it. The reactants are: [F:1][C:2]([F:21])([F:20])[C:3]1[CH:4]=[C:5]([C@H:13]2[O:17][C:16](=[O:18])[NH:15][C@H:14]2[CH3:19])[CH:6]=[C:7]([C:9]([F:12])([F:11])[F:10])[CH:8]=1.C[Si]([N-][Si](C)(C)C)(C)C.[Na+].Br[CH2:33][C:34]1[CH:39]=[C:38]([O:40][C:41]([F:44])([F:43])[F:42])[CH:37]=[CH:36][C:35]=1[N+:45]([O-:47])=[O:46].[NH4+].[Cl-]. (6) Given the product [CH:8]([N:11]1[C:15]([C:16]2[N:25]=[C:24]3[C:23]4[CH:26]=[CH:27][C:28]([CH:30]5[CH2:35][CH2:34][N:33]([CH:37]([CH3:39])[CH3:36])[CH2:32][CH2:31]5)=[CH:29][C:22]=4[O:21][CH2:20][CH2:19][N:18]3[CH:17]=2)=[N:14][CH:13]=[N:12]1)([CH3:10])[CH3:9], predict the reactants needed to synthesize it. The reactants are: FC(F)(F)C(O)=O.[CH:8]([N:11]1[C:15]([C:16]2[N:25]=[C:24]3[N:18]([CH2:19][CH2:20][O:21][C:22]4[CH:29]=[C:28]([CH:30]5[CH2:35][CH2:34][NH:33][CH2:32][CH2:31]5)[CH:27]=[CH:26][C:23]=43)[CH:17]=2)=[N:14][CH:13]=[N:12]1)([CH3:10])[CH3:9].[CH3:36][C:37]([CH3:39])=O.C(O[BH-](OC(=O)C)OC(=O)C)(=O)C.[Na+].